From a dataset of Catalyst prediction with 721,799 reactions and 888 catalyst types from USPTO. Predict which catalyst facilitates the given reaction. (1) Product: [Cl:1][C:2]1[CH:3]=[CH:4][C:5]([O:27][CH2:28][CH:29]([CH3:30])[CH3:31])=[C:6]([CH2:8][N:9]2[C:13]([CH3:14])=[CH:12][C:11]([C:15]([NH:32][C:33]3[CH:38]=[N:37][C:36]([C:39]#[N:40])=[CH:35][CH:34]=3)=[O:17])=[N:10]2)[CH:7]=1. The catalyst class is: 119. Reactant: [Cl:1][C:2]1[CH:3]=[CH:4][C:5]([O:27][CH2:28][CH:29]([CH3:31])[CH3:30])=[C:6]([CH2:8][N:9]2[C:13]([CH3:14])=[CH:12][C:11]([C:15]([O:17]N3C4C=CC=CC=4N=N3)=O)=[N:10]2)[CH:7]=1.[NH2:32][C:33]1[CH:34]=[CH:35][C:36]([C:39]#[N:40])=[N:37][CH:38]=1. (2) Product: [CH3:1][C:2]1[CH:22]=[CH:21][C:5]2[NH:6][S:7](=[O:10])(=[O:9])[O:8][C:4]=2[CH:3]=1. The catalyst class is: 10. Reactant: [CH3:1][C:2]1[CH:22]=[CH:21][C:5]2[N:6](S(C3C=CC(C)=CC=3)(=O)=O)[S:7](=[O:10])(=[O:9])[O:8][C:4]=2[CH:3]=1.[N-]=[N+]=[N-].[Na+]. (3) Reactant: Cl[C:2]1[C:11]2[C:6](=[C:7]([C:12]3[CH:16]=[CH:15][S:14][CH:13]=3)[CH:8]=[CH:9][CH:10]=2)[CH:5]=[CH:4][N:3]=1.[N:17]1[CH:22]=[C:21]([C:23]2[CH:24]=[C:25]([NH2:29])[CH:26]=[CH:27][CH:28]=2)[CH:20]=[N:19][CH:18]=1.C(=O)([O-])[O-].[K+].[K+]. Product: [N:17]1[CH:22]=[C:21]([C:23]2[CH:24]=[C:25]([NH:29][C:2]3[C:11]4[C:6](=[C:7]([C:12]5[CH:16]=[CH:15][S:14][CH:13]=5)[CH:8]=[CH:9][CH:10]=4)[CH:5]=[CH:4][N:3]=3)[CH:26]=[CH:27][CH:28]=2)[CH:20]=[N:19][CH:18]=1. The catalyst class is: 4. (4) Reactant: [N:1]1([S:6]([C:9]2[CH:14]=[CH:13][C:12](B(O)O)=[CH:11][CH:10]=2)(=[O:8])=[O:7])[CH2:5][CH2:4][CH2:3][CH2:2]1.[NH2:18][C:19]1[C:20]([C:26]([O:28][CH3:29])=[O:27])=[N:21][C:22](Br)=[CH:23][N:24]=1. Product: [NH2:18][C:19]1[C:20]([C:26]([O:28][CH3:29])=[O:27])=[N:21][C:22]([C:12]2[CH:13]=[CH:14][C:9]([S:6]([N:1]3[CH2:5][CH2:4][CH2:3][CH2:2]3)(=[O:8])=[O:7])=[CH:10][CH:11]=2)=[CH:23][N:24]=1. The catalyst class is: 622. (5) Reactant: [H-].[Na+].[C:3]([O:7][CH3:8])(=[O:6])[CH2:4][OH:5].F[C:10]1[CH:15]=[CH:14][C:13]([S:16]([NH2:19])(=[O:18])=[O:17])=[CH:12][CH:11]=1.Cl. Product: [NH2:19][S:16]([C:13]1[CH:14]=[CH:15][C:10]([O:5][CH2:4][C:3]([O:7][CH3:8])=[O:6])=[CH:11][CH:12]=1)(=[O:18])=[O:17]. The catalyst class is: 3.